Dataset: Full USPTO retrosynthesis dataset with 1.9M reactions from patents (1976-2016). Task: Predict the reactants needed to synthesize the given product. (1) Given the product [CH3:1][O:2][C:3]1[CH:4]=[C:5]2[C:10](=[CH:11][C:12]=1[O:13][CH3:14])[N:9]=[CH:8][CH:7]=[C:6]2[O:15][C:16]1[CH:22]=[CH:21][C:19]([NH:20][C:27](=[O:33])[O:26][C:24]2[CH:43]=[CH:44][C:39]([CH2:35][CH2:36][CH2:37][CH3:38])=[CH:40][CH:41]=2)=[CH:18][CH:17]=1, predict the reactants needed to synthesize it. The reactants are: [CH3:1][O:2][C:3]1[CH:4]=[C:5]2[C:10](=[CH:11][C:12]=1[O:13][CH3:14])[N:9]=[CH:8][CH:7]=[C:6]2[O:15][C:16]1[CH:22]=[CH:21][C:19]([NH2:20])=[CH:18][CH:17]=1.Cl[C:24](Cl)([O:26][C:27](=[O:33])OC(Cl)(Cl)Cl)Cl.[CH2:35]([C:39]1[CH:44]=[CH:43]C(O)=[CH:41][CH:40]=1)[CH2:36][CH2:37][CH3:38].C(=O)(O)[O-].[Na+]. (2) Given the product [Cl:1][C:2]1[CH:3]=[CH:4][C:5]([C:8]2[C:9]([O:24][CH2:25][CH:26]3[CH2:27][CH2:28]3)=[N:10][CH:11]=[C:12]([CH:23]=2)[C:13]([NH:15][C@H:16]2[CH2:21][CH2:20][CH2:19][CH2:18]/[C:17]/2=[N:32]\[O:31][CH3:30])=[O:14])=[CH:6][CH:7]=1, predict the reactants needed to synthesize it. The reactants are: [Cl:1][C:2]1[CH:7]=[CH:6][C:5]([C:8]2[C:9]([O:24][CH2:25][CH:26]3[CH2:28][CH2:27]3)=[N:10][CH:11]=[C:12]([CH:23]=2)[C:13]([NH:15][C@H:16]2[CH2:21][CH2:20][CH2:19][CH2:18][C:17]2=O)=[O:14])=[CH:4][CH:3]=1.Cl.[CH3:30][O:31][NH2:32]. (3) The reactants are: [N+:1]([C:4]1[CH:5]=[C:6]([NH2:11])[C:7]([NH2:10])=[CH:8][CH:9]=1)([O-:3])=[O:2].[C:12](N1C=CN=C1)(N1C=CN=C1)=[O:13].O. Given the product [N+:1]([C:4]1[CH:9]=[CH:8][C:7]2[NH:10][C:12](=[O:13])[NH:11][C:6]=2[CH:5]=1)([O-:3])=[O:2], predict the reactants needed to synthesize it.